Predict the reaction yield, written as a fraction of the theoretical maximum amount of product (1.0 means a 100% yield; for example, 0.34 means a 34% yield). From a dataset of Reaction yield outcomes from USPTO patents with 853,638 reactions. (1) The reactants are [CH3:1][C:2]1[CH:3]=[N:4][C:5]2[C:10]([CH:11]=1)=[CH:9][CH:8]=[CH:7][C:6]=2O.S([O-])([O-])=O.[NH4+:17].[NH4+].N. The catalyst is O. The product is [CH3:1][C:2]1[CH:3]=[N:4][C:5]2[C:10]([CH:11]=1)=[CH:9][CH:8]=[CH:7][C:6]=2[NH2:17]. The yield is 0.860. (2) The reactants are [CH3:1][C:2]1[C:6]2[CH:7]=[CH:8][CH:9]=[CH:10][C:5]=2[O:4][C:3]=1[CH:11]([NH:20][C:21]1[CH:30]=[CH:29][C:24]([C:25]([O:27]C)=[O:26])=[CH:23][CH:22]=1)[CH2:12][O:13][C:14]1[CH:19]=[CH:18][CH:17]=[CH:16][CH:15]=1.O1CCCC1.[OH-].[Na+]. The catalyst is C(O)C. The product is [CH3:1][C:2]1[C:6]2[CH:7]=[CH:8][CH:9]=[CH:10][C:5]=2[O:4][C:3]=1[CH:11]([NH:20][C:21]1[CH:22]=[CH:23][C:24]([C:25]([OH:27])=[O:26])=[CH:29][CH:30]=1)[CH2:12][O:13][C:14]1[CH:19]=[CH:18][CH:17]=[CH:16][CH:15]=1. The yield is 0.820.